Predict the product of the given reaction. From a dataset of Forward reaction prediction with 1.9M reactions from USPTO patents (1976-2016). (1) Given the reactants [F:1][C:2]1[CH:16]=[C:15]([F:17])[CH:14]=[CH:13][C:3]=1[CH2:4][O:5][C:6]1[CH:11]=[CH:10][N+:9]([O-])=[CH:8][CH:7]=1.C(OC(=O)C)(=[O:20])C, predict the reaction product. The product is: [F:1][C:2]1[CH:16]=[C:15]([F:17])[CH:14]=[CH:13][C:3]=1[CH2:4][O:5][C:6]1[CH:11]=[CH:10][NH:9][C:8](=[O:20])[CH:7]=1. (2) Given the reactants [CH3:1][C:2]1[NH:6][C:5]2[CH:7]=[C:8]([O:12][CH2:13][C:14]3[CH:23]=[CH:22][CH:21]=[CH:20][C:15]=3[C:16]([O:18][CH3:19])=[O:17])[CH:9]=[C:10]([CH3:11])[C:4]=2[N:3]=1.CS(O[CH2:29][C:30]1[CH:35]=[CH:34][C:33]([C:36]2[CH:41]=[CH:40][CH:39]=[CH:38][CH:37]=2)=[CH:32][C:31]=1[O:42][CH3:43])(=O)=O, predict the reaction product. The product is: [CH3:43][O:42][C:31]1[CH:32]=[C:33]([C:36]2[CH:41]=[CH:40][CH:39]=[CH:38][CH:37]=2)[CH:34]=[CH:35][C:30]=1[CH2:29][N:6]1[C:5]2[CH:7]=[C:8]([O:12][CH2:13][C:14]3[CH:23]=[CH:22][CH:21]=[CH:20][C:15]=3[C:16]([O:18][CH3:19])=[O:17])[CH:9]=[C:10]([CH3:11])[C:4]=2[N:3]=[C:2]1[CH3:1]. (3) Given the reactants [OH:1][C@@H:2]1[CH2:6][CH2:5][O:4][C:3]1=[O:7].C1(P(C2C=CC=CC=2)C2C=CC=CC=2)C=CC=CC=1.[Br:27][C:28]1[N:33]=[CH:32][C:31](O)=[CH:30][CH:29]=1, predict the reaction product. The product is: [Br:27][C:28]1[N:33]=[CH:32][C:31]([O:1][C@H:2]2[CH2:6][CH2:5][O:4][C:3]2=[O:7])=[CH:30][CH:29]=1.